This data is from NCI-60 drug combinations with 297,098 pairs across 59 cell lines. The task is: Regression. Given two drug SMILES strings and cell line genomic features, predict the synergy score measuring deviation from expected non-interaction effect. Drug 1: C1=CC(=CC=C1CC(C(=O)O)N)N(CCCl)CCCl.Cl. Drug 2: CN(CCCl)CCCl.Cl. Cell line: NCI-H226. Synergy scores: CSS=0.262, Synergy_ZIP=-1.90, Synergy_Bliss=-0.759, Synergy_Loewe=-5.82, Synergy_HSA=-4.07.